Dataset: Reaction yield outcomes from USPTO patents with 853,638 reactions. Task: Predict the reaction yield, written as a fraction of the theoretical maximum amount of product (1.0 means a 100% yield; for example, 0.34 means a 34% yield). (1) The reactants are [CH3:1][O:2][C:3](=[O:16])[C:4]([OH:15])([C:10]1[S:11][CH:12]=[CH:13][CH:14]=1)[C:5]1[S:6][CH:7]=[CH:8][CH:9]=1.[CH3:17][N:18]1[CH2:22]C[C@H:20](O)[CH2:19]1. The catalyst is C1(C)C=CC=CC=1. The product is [CH3:17][N:18]1[CH2:19][CH2:20][C@H:1]([O:2][C:3](=[O:16])[C:4]([OH:15])([C:5]2[S:6][CH:7]=[CH:8][CH:9]=2)[C:10]2[S:11][CH:12]=[CH:13][CH:14]=2)[CH2:22]1. The yield is 0.250. (2) The reactants are [NH2:1][C:2]1[CH:3]=[C:4]2[C:12](=[CH:13][CH:14]=1)[NH:11][C:10]1[C:9](=[O:15])[CH2:8][CH2:7][CH2:6][C:5]2=1.CCN(C(C)C)C(C)C.[O:25]1CC[CH2:27][CH2:26]1. No catalyst specified. The product is [O:15]=[C:9]1[C:10]2[NH:11][C:12]3[C:4](=[CH:3][C:2]([NH:1][C:26](=[O:25])[CH3:27])=[CH:14][CH:13]=3)[C:5]=2[CH2:6][CH2:7][CH2:8]1. The yield is 0.900. (3) The product is [NH2:1][C:4]1[CH:15]=[C:7]2[CH2:8][N:9]([C:12](=[O:14])[CH3:13])[CH2:10][CH2:11][N:6]2[N:5]=1. The catalyst is [Pd].C(O)C. The yield is 0.950. The reactants are [N+:1]([C:4]1[CH:15]=[C:7]2[CH2:8][N:9]([C:12](=[O:14])[CH3:13])[CH2:10][CH2:11][N:6]2[N:5]=1)([O-])=O. (4) The reactants are [Cl-].[Ce+3].[Cl-].[Cl-].[C:5]([N:9]1[CH:13]=[C:12]([CH2:14][CH2:15][CH2:16][C:17](=[O:19])[CH3:18])/[C:11](=[N:20]/[C:21](=[O:33])[C:22]2[CH:27]=[CH:26][CH:25]=[C:24]([C:28]([F:31])([F:30])[F:29])[C:23]=2[F:32])/[S:10]1)([CH3:8])([CH3:7])[CH3:6].[CH3:34][Mg]Br. The catalyst is C1COCC1. The product is [C:5]([N:9]1[CH:13]=[C:12]([CH2:14][CH2:15][CH2:16][C:17]([OH:19])([CH3:34])[CH3:18])/[C:11](=[N:20]/[C:21](=[O:33])[C:22]2[CH:27]=[CH:26][CH:25]=[C:24]([C:28]([F:29])([F:31])[F:30])[C:23]=2[F:32])/[S:10]1)([CH3:6])([CH3:7])[CH3:8]. The yield is 0.550. (5) The reactants are [N+:1]([C:4]1[CH:12]=[C:11]2[C:7]([CH:8]=[CH:9][NH:10]2)=[CH:6][CH:5]=1)([O-:3])=[O:2].CCN(C(C)C)C(C)C.[C:22](Br)([CH3:25])([CH3:24])[CH3:23]. The catalyst is CCCC[N+](CCCC)(CCCC)CCCC.[I-].C1(C)C=CC=CC=1.[O-]S(C(F)(F)F)(=O)=O.[Zn+2].[O-]S(C(F)(F)F)(=O)=O. The product is [C:22]([C:8]1[C:7]2[C:11](=[CH:12][C:4]([N+:1]([O-:3])=[O:2])=[CH:5][CH:6]=2)[NH:10][CH:9]=1)([CH3:25])([CH3:24])[CH3:23]. The yield is 0.190. (6) The reactants are [NH2:1][C:2]1[C:7]2[C:8]([C:11]3[CH:16]=[CH:15][C:14]([NH:17][C:18]([C:20]4[N:21]([CH3:29])[C:22]5[C:27]([CH:28]=4)=[CH:26][CH:25]=[CH:24][CH:23]=5)=[O:19])=[C:13]([O:30][CH3:31])[CH:12]=3)=[CH:9][S:10][C:6]=2[C:5]([C:32]#[C:33][CH2:34][N:35]([CH2:38][CH3:39])[CH2:36][CH3:37])=[CH:4][N:3]=1.N1C2C(=CC=CC=2)C=CC=1.[H][H]. The catalyst is C(O)C.N1C=CC=CC=1.[Pd].CC([O-])=O.CC([O-])=O.[Pb+2]. The product is [NH2:1][C:2]1[C:7]2[C:8]([C:11]3[CH:16]=[CH:15][C:14]([NH:17][C:18]([C:20]4[N:21]([CH3:29])[C:22]5[C:27]([CH:28]=4)=[CH:26][CH:25]=[CH:24][CH:23]=5)=[O:19])=[C:13]([O:30][CH3:31])[CH:12]=3)=[CH:9][S:10][C:6]=2[C:5](/[CH:32]=[CH:33]\[CH2:34][N:35]([CH2:38][CH3:39])[CH2:36][CH3:37])=[CH:4][N:3]=1. The yield is 0.380. (7) The reactants are Br[C:2]1[CH:7]=[CH:6][C:5]([C:8]2[NH:17][C:16](=[O:18])[C:15]3[C:10](=[CH:11][C:12]([O:21][CH3:22])=[CH:13][C:14]=3[O:19][CH3:20])[N:9]=2)=[CH:4][CH:3]=1.[NH2:23][C:24]1[CH:25]=[N:26][CH:27]=[CH:28][CH:29]=1.C([O-])([O-])=O.[Cs+].[Cs+].CN(C=O)C. The catalyst is O1CCOCC1.C1C=CC(/C=C/C(/C=C/C2C=CC=CC=2)=O)=CC=1.C1C=CC(/C=C/C(/C=C/C2C=CC=CC=2)=O)=CC=1.C1C=CC(/C=C/C(/C=C/C2C=CC=CC=2)=O)=CC=1.[Pd].[Pd].CC1(C)C2C(=C(P(C3C=CC=CC=3)C3C=CC=CC=3)C=CC=2)OC2C(P(C3C=CC=CC=3)C3C=CC=CC=3)=CC=CC1=2. The product is [CH3:20][O:19][C:14]1[CH:13]=[C:12]([O:21][CH3:22])[CH:11]=[C:10]2[C:15]=1[C:16](=[O:18])[NH:17][C:8]([C:5]1[CH:6]=[CH:7][C:2]([NH:23][C:24]3[CH:25]=[N:26][CH:27]=[CH:28][CH:29]=3)=[CH:3][CH:4]=1)=[N:9]2. The yield is 0.510. (8) The reactants are Cl.[Br:2][C:3]1[CH:4]=[C:5]([NH:9][NH2:10])[CH:6]=[CH:7][CH:8]=1.[C:11]([CH:13]=[C:14](O[K])[C:15]([O:17][CH2:18][CH3:19])=[O:16])#[N:12]. The catalyst is C(O)C. The product is [NH2:12][C:11]1[N:9]([C:5]2[CH:6]=[CH:7][CH:8]=[C:3]([Br:2])[CH:4]=2)[N:10]=[C:14]([C:15]([O:17][CH2:18][CH3:19])=[O:16])[CH:13]=1. The yield is 0.500. (9) The reactants are [CH2:1]([O:3][CH2:4][N:5]1[C:9](B2OC(C)(C)C(C)(C)O2)=[CH:8][CH:7]=[N:6]1)[CH3:2].[C:19]([C:21]1[CH:22]=[C:23]([S:40]([N:43]([CH2:49][C:50]2[CH:55]=[CH:54][C:53]([O:56][CH3:57])=[CH:52][C:51]=2[O:58][CH3:59])[C:44]2[S:48][N:47]=[CH:46][N:45]=2)(=[O:42])=[O:41])[CH:24]=[CH:25][C:26]=1[O:27][C:28]1[CH:33]=[CH:32][C:31]([O:34][C:35]([F:38])([F:37])[F:36])=[CH:30][C:29]=1I)#[N:20]. No catalyst specified. The product is [C:19]([C:21]1[CH:22]=[C:23]([S:40]([N:43]([CH2:49][C:50]2[CH:55]=[CH:54][C:53]([O:56][CH3:57])=[CH:52][C:51]=2[O:58][CH3:59])[C:44]2[S:48][N:47]=[CH:46][N:45]=2)(=[O:42])=[O:41])[CH:24]=[CH:25][C:26]=1[O:27][C:28]1[CH:29]=[CH:30][C:31]([O:34][C:35]([F:37])([F:36])[F:38])=[CH:32][C:33]=1[C:9]1[N:5]([CH2:4][O:3][CH2:1][CH3:2])[N:6]=[CH:7][CH:8]=1)#[N:20]. The yield is 0.290. (10) The reactants are Cl[C:2]1[C:11]2[C:6](=[C:7]([C:13]([NH:15][C:16]3[C:21]([F:22])=[CH:20][CH:19]=[C:18]([NH:23][S:24]([CH2:27][CH2:28][CH3:29])(=[O:26])=[O:25])[C:17]=3[F:30])=[O:14])[CH:8]=[C:9]([CH3:12])[CH:10]=2)[N:5]=[CH:4][N:3]=1.C(N(CC)C(C)C)(C)C.[CH:40]1([NH2:45])[CH2:44][CH2:43][CH2:42][CH2:41]1. The catalyst is C(O)(C)C. The product is [CH:40]1([NH:45][C:2]2[C:11]3[C:6](=[C:7]([C:13]([NH:15][C:16]4[C:21]([F:22])=[CH:20][CH:19]=[C:18]([NH:23][S:24]([CH2:27][CH2:28][CH3:29])(=[O:26])=[O:25])[C:17]=4[F:30])=[O:14])[CH:8]=[C:9]([CH3:12])[CH:10]=3)[N:5]=[CH:4][N:3]=2)[CH2:44][CH2:43][CH2:42][CH2:41]1. The yield is 0.400.